Dataset: Reaction yield outcomes from USPTO patents with 853,638 reactions. Task: Predict the reaction yield, written as a fraction of the theoretical maximum amount of product (1.0 means a 100% yield; for example, 0.34 means a 34% yield). The reactants are [CH3:1][C:2]1[N:6]2[C:7](=[O:31])[N:8]([CH:10]3[CH2:15][CH2:14][N:13]([C:16]([CH:18]([NH:23][C:24](=[O:30])OC(C)(C)C)[CH2:19][CH2:20][CH2:21][CH3:22])=[O:17])[CH2:12][CH2:11]3)[CH2:9][C:5]2=[CH:4][N:3]=1.[ClH:32].[CH2:33](O)[CH3:34]. No catalyst specified. The product is [Cl:32][C:34]1[CH:33]=[CH:15][C:10]([NH:8][C:24]([NH:23][CH:18]([C:16]([N:13]2[CH2:12][CH2:11][CH:10]([N:8]3[CH2:9][C:5]4=[CH:4][N:3]=[C:2]([CH3:1])[N:6]4[C:7]3=[O:31])[CH2:15][CH2:14]2)=[O:17])[CH2:19][CH2:20][CH2:21][CH3:22])=[O:30])=[CH:11][CH:12]=1. The yield is 0.510.